This data is from Catalyst prediction with 721,799 reactions and 888 catalyst types from USPTO. The task is: Predict which catalyst facilitates the given reaction. (1) Reactant: [Br:1][C:2]1[C:3]([OH:16])=[C:4]([NH:8][C:9](=[O:15])[O:10][C:11]([CH3:14])([CH3:13])[CH3:12])[CH:5]=[CH:6][CH:7]=1.Br[CH2:18][CH2:19][CH2:20]Br.C([O-])([O-])=O.[K+].[K+]. Product: [Br:1][C:2]1[C:3]2[O:16][CH2:18][CH2:19][CH2:20][N:8]([C:9]([O:10][C:11]([CH3:12])([CH3:13])[CH3:14])=[O:15])[C:4]=2[CH:5]=[CH:6][CH:7]=1. The catalyst class is: 21. (2) Reactant: [N:1]1[CH:6]=[CH:5][CH:4]=[CH:3][CH:2]=1.[Cl:7][C:8]1[CH:9]=[C:10]([CH:14]2[C:19]([C:20]([O:22]CC3C=CC=CC=3)=O)=[C:18]([CH3:30])[NH:17][C:16]([O:31]C)=[N:15]2)[CH:11]=[CH:12][CH:13]=1.Cl[C:34]([O:36][CH2:37][CH3:38])=[O:35]. Product: [C:3]1([CH:4]([C:8]2[CH:9]=[CH:10][CH:11]=[CH:12][CH:13]=2)[CH2:5][CH2:6][NH:1][C:20]([C:19]2[CH:14]([C:10]3[CH:11]=[CH:12][CH:13]=[C:8]([Cl:7])[CH:9]=3)[N:15]([C:34]([O:36][CH2:37][CH3:38])=[O:35])[C:16](=[O:31])[NH:17][C:18]=2[CH3:30])=[O:22])[CH:14]=[CH:19][CH:18]=[CH:30][CH:2]=1. The catalyst class is: 13. (3) Reactant: [CH3:1][Mg]Br.[CH3:4][C:5]([CH3:36])([CH2:34]C)[CH2:6][C:7]1[N:8]=[C:9]([C:18](=[O:33])[CH2:19][C:20]2[CH:25]=[CH:24][C:23]([C:26]3[CH:31]=[CH:30][C:29]([F:32])=[CH:28][N:27]=3)=[CH:22][CH:21]=2)[N:10]([S:12]([N:15]([CH3:17])[CH3:16])(=[O:14])=[O:13])[CH:11]=1. Product: [CH3:34][C:5]([CH3:4])([CH3:36])[CH2:6][C:7]1[N:8]=[C:9]([C:18]([OH:33])([CH3:1])[CH2:19][C:20]2[CH:25]=[CH:24][C:23]([C:26]3[CH:31]=[CH:30][C:29]([F:32])=[CH:28][N:27]=3)=[CH:22][CH:21]=2)[N:10]([S:12]([N:15]([CH3:16])[CH3:17])(=[O:14])=[O:13])[CH:11]=1. The catalyst class is: 7. (4) Reactant: [NH2:1][C:2]1[C:9]([N+:10]([O-])=O)=[CH:8][C:5]([C:6]#[N:7])=[CH:4][C:3]=1[CH3:13].O.O.[Sn](Cl)(Cl)(Cl)Cl. The catalyst class is: 8. Product: [NH2:10][C:9]1[CH:8]=[C:5]([CH:4]=[C:3]([CH3:13])[C:2]=1[NH2:1])[C:6]#[N:7]. (5) Reactant: [Cl:1][C:2]1[CH:10]=[CH:9][C:8]2[NH:7][C:6]3[CH2:11][CH2:12][N:13]([CH3:16])[CH2:14][CH2:15][C:5]=3[C:4]=2[CH:3]=1.N1C2C(=CC=C3C=2N=CC=C3)C=CC=1.[O-]P([O-])([O-])=O.[K+].[K+].[K+].Br[C:40]#[C:41][C:42]1[CH:47]=[CH:46][C:45]([O:48][CH3:49])=[C:44]([F:50])[CH:43]=1. Product: [Cl:1][C:2]1[CH:10]=[CH:9][C:8]2[N:7]([C:40]#[C:41][C:42]3[CH:47]=[CH:46][C:45]([O:48][CH3:49])=[C:44]([F:50])[CH:43]=3)[C:6]3[CH2:11][CH2:12][N:13]([CH3:16])[CH2:14][CH2:15][C:5]=3[C:4]=2[CH:3]=1. The catalyst class is: 11. (6) Reactant: [CH3:1]OC(F)(F)C(Cl)[Cl:5].CC1(C)S[C@@H:13]2[C@H:15](N[C:19]([CH2:21][C:22]3[CH:23]=[CH:24][CH:25]=[CH:26][CH:27]=3)=[O:20])[C:16](=[O:17])N2[C@H]1C([O-])=O.[K+].C[C@@H]1[O:38][C@@H:37]([O:39][C@H:40]2[C@H:45](O)[C@@H:44](O)[C@H:43](NC(N)=N)[C@@H:42](O)[C@@H:41]2[NH:53][C:54](N)=N)[C@H](O[C@@H:58]2O[C@@H](CO)[C@H](O)[C@@H:60](O)[C@@H:59]2[NH:68][CH3:69])[C@@]1(O)C=O.N[C@H:74]([C:80]([OH:82])=O)[CH2:75][CH2:76][C:77](=[O:79])N.[C:83](=O)=O. Product: [CH3:75][CH:74]([N+:53]1([CH3:54])[C@@H:41]2[CH2:1][CH:40]([O:39][C:37]([CH:21]([C:22]3[CH:27]=[CH:26][CH:25]=[CH:24][CH:23]=3)[CH2:19][OH:20])=[O:38])[CH2:45][C@H:44]1[CH2:43][CH2:42]2)[CH3:80].[CH3:83][C:59]([NH:68][CH2:69][C@H:80]([OH:82])[C:74]1[CH:75]=[CH:76][C:77]([O-:79])=[C:15]([CH2:16][OH:17])[CH:13]=1)([CH3:58])[CH3:60].[ClH:5]. The catalyst class is: 16.